From a dataset of NCI-60 drug combinations with 297,098 pairs across 59 cell lines. Regression. Given two drug SMILES strings and cell line genomic features, predict the synergy score measuring deviation from expected non-interaction effect. (1) Drug 1: CN(CC1=CN=C2C(=N1)C(=NC(=N2)N)N)C3=CC=C(C=C3)C(=O)NC(CCC(=O)O)C(=O)O. Drug 2: CCC1(CC2CC(C3=C(CCN(C2)C1)C4=CC=CC=C4N3)(C5=C(C=C6C(=C5)C78CCN9C7C(C=CC9)(C(C(C8N6C=O)(C(=O)OC)O)OC(=O)C)CC)OC)C(=O)OC)O.OS(=O)(=O)O. Cell line: MDA-MB-435. Synergy scores: CSS=65.4, Synergy_ZIP=-1.20, Synergy_Bliss=-5.59, Synergy_Loewe=-6.44, Synergy_HSA=-3.71. (2) Drug 1: C1=NC2=C(N=C(N=C2N1C3C(C(C(O3)CO)O)O)F)N. Drug 2: C1CC(=O)NC(=O)C1N2C(=O)C3=CC=CC=C3C2=O. Cell line: LOX IMVI. Synergy scores: CSS=-3.19, Synergy_ZIP=-0.770, Synergy_Bliss=-6.11, Synergy_Loewe=-4.63, Synergy_HSA=-6.83. (3) Cell line: M14. Drug 2: C#CCC(CC1=CN=C2C(=N1)C(=NC(=N2)N)N)C3=CC=C(C=C3)C(=O)NC(CCC(=O)O)C(=O)O. Synergy scores: CSS=32.3, Synergy_ZIP=-1.31, Synergy_Bliss=-1.18, Synergy_Loewe=-5.30, Synergy_HSA=-0.0501. Drug 1: CC1=C2C(C(=O)C3(C(CC4C(C3C(C(C2(C)C)(CC1OC(=O)C(C(C5=CC=CC=C5)NC(=O)OC(C)(C)C)O)O)OC(=O)C6=CC=CC=C6)(CO4)OC(=O)C)O)C)O. (4) Drug 1: CC12CCC3C(C1CCC2=O)CC(=C)C4=CC(=O)C=CC34C. Drug 2: C1CC(=O)NC(=O)C1N2C(=O)C3=CC=CC=C3C2=O. Cell line: SNB-19. Synergy scores: CSS=35.1, Synergy_ZIP=4.25, Synergy_Bliss=6.71, Synergy_Loewe=6.73, Synergy_HSA=6.14. (5) Drug 1: CNC(=O)C1=CC=CC=C1SC2=CC3=C(C=C2)C(=NN3)C=CC4=CC=CC=N4. Drug 2: C1CC(=O)NC(=O)C1N2CC3=C(C2=O)C=CC=C3N. Cell line: HOP-92. Synergy scores: CSS=4.22, Synergy_ZIP=-0.773, Synergy_Bliss=0.864, Synergy_Loewe=0.446, Synergy_HSA=0.325.